This data is from Reaction yield outcomes from USPTO patents with 853,638 reactions. The task is: Predict the reaction yield, written as a fraction of the theoretical maximum amount of product (1.0 means a 100% yield; for example, 0.34 means a 34% yield). (1) The yield is 0.430. The reactants are [Cl:1]N1C(=O)CCC1=O.[NH2:9][C:10]1[C:11]([C:20]([C:22]2[CH:27]=[CH:26][C:25]([F:28])=[CH:24][CH:23]=2)=[O:21])=[CH:12][CH:13]=[C:14]2[C:19]=1[N:18]=[CH:17][CH:16]=[CH:15]2.Cl. The product is [NH2:9][C:10]1[C:11]([C:20]([C:22]2[CH:23]=[CH:24][C:25]([F:28])=[CH:26][CH:27]=2)=[O:21])=[CH:12][C:13]([Cl:1])=[C:14]2[C:19]=1[N:18]=[CH:17][CH:16]=[CH:15]2. The catalyst is C(Cl)(Cl)(Cl)Cl. (2) The reactants are [F:1][C:2]([F:13])([F:12])[O:3][C:4]1[CH:11]=[CH:10][C:7]([CH:8]=O)=[CH:6][CH:5]=1.[CH3:14][C@H:15]1[CH2:20][NH:19][CH2:18][C@@H:17]([CH3:21])[NH:16]1.C(O[BH-](OC(=O)C)OC(=O)C)(=O)C.[Na+]. The catalyst is C(Cl)Cl. The product is [CH3:14][C@H:15]1[NH:16][C@@H:17]([CH3:21])[CH2:18][N:19]([CH2:8][C:7]2[CH:10]=[CH:11][C:4]([O:3][C:2]([F:13])([F:12])[F:1])=[CH:5][CH:6]=2)[CH2:20]1. The yield is 0.800. (3) The product is [Cl:1][C:2]([Cl:16])=[C:3]1[CH:7]2[C:8]3[C:13]([CH:4]1[CH2:5][CH2:6]2)=[CH:12][CH:11]=[CH:10][C:9]=3[CH2:14][NH:20][CH:17]1[CH2:19][CH2:18]1. The catalyst is CO. The reactants are [Cl:1][C:2]([Cl:16])=[C:3]1[CH:7]2[C:8]3[C:9]([CH:14]=O)=[CH:10][CH:11]=[CH:12][C:13]=3[CH:4]1[CH2:5][CH2:6]2.[CH:17]1([NH2:20])[CH2:19][CH2:18]1.C(O)(=O)C.C([BH3-])#N.[Na+]. The yield is 0.700.